From a dataset of NCI-60 drug combinations with 297,098 pairs across 59 cell lines. Regression. Given two drug SMILES strings and cell line genomic features, predict the synergy score measuring deviation from expected non-interaction effect. (1) Drug 1: CCC1(CC2CC(C3=C(CCN(C2)C1)C4=CC=CC=C4N3)(C5=C(C=C6C(=C5)C78CCN9C7C(C=CC9)(C(C(C8N6C=O)(C(=O)OC)O)OC(=O)C)CC)OC)C(=O)OC)O.OS(=O)(=O)O. Drug 2: CC1C(C(CC(O1)OC2CC(CC3=C2C(=C4C(=C3O)C(=O)C5=C(C4=O)C(=CC=C5)OC)O)(C(=O)CO)O)N)O.Cl. Cell line: NCI-H226. Synergy scores: CSS=27.1, Synergy_ZIP=0.0762, Synergy_Bliss=0.531, Synergy_Loewe=-0.816, Synergy_HSA=0.990. (2) Drug 1: CNC(=O)C1=CC=CC=C1SC2=CC3=C(C=C2)C(=NN3)C=CC4=CC=CC=N4. Drug 2: C(CN)CNCCSP(=O)(O)O. Cell line: A498. Synergy scores: CSS=6.38, Synergy_ZIP=-1.93, Synergy_Bliss=0.633, Synergy_Loewe=-7.56, Synergy_HSA=-0.226. (3) Drug 2: CC1CCC2CC(C(=CC=CC=CC(CC(C(=O)C(C(C(=CC(C(=O)CC(OC(=O)C3CCCCN3C(=O)C(=O)C1(O2)O)C(C)CC4CCC(C(C4)OC)OCCO)C)C)O)OC)C)C)C)OC. Cell line: NCI-H226. Drug 1: C1=NC2=C(N1)C(=S)N=C(N2)N. Synergy scores: CSS=21.2, Synergy_ZIP=-8.47, Synergy_Bliss=-0.148, Synergy_Loewe=0.810, Synergy_HSA=2.42.